From a dataset of Forward reaction prediction with 1.9M reactions from USPTO patents (1976-2016). Predict the product of the given reaction. (1) Given the reactants Br[C:2]1[N:7]=[CH:6][C:5]([C:8]([N:10]2[CH2:15][CH2:14][N:13]([C:16]3[C:21]([CH3:22])=[CH:20][C:19]([CH:23]4[CH2:25][CH2:24]4)=[CH:18][N:17]=3)[CH2:12][CH2:11]2)=[O:9])=[CH:4][CH:3]=1.[CH3:26][C@@H:27]1[CH2:31][O:30][C:29](=[O:32])[NH:28]1, predict the reaction product. The product is: [CH:23]1([C:19]2[CH:20]=[C:21]([CH3:22])[C:16]([N:13]3[CH2:14][CH2:15][N:10]([C:8]([C:5]4[CH:4]=[CH:3][C:2]([N:28]5[C@H:27]([CH3:26])[CH2:31][O:30][C:29]5=[O:32])=[N:7][CH:6]=4)=[O:9])[CH2:11][CH2:12]3)=[N:17][CH:18]=2)[CH2:25][CH2:24]1. (2) Given the reactants Br[C:2]1[S:6][C:5]([CH3:7])=[C:4]([CH2:8][C:9]2[CH:14]=[CH:13][C:12]([OH:15])=[CH:11][CH:10]=2)[CH:3]=1.[Na+].[I-:17].CNCCNC, predict the reaction product. The product is: [I:17][C:2]1[S:6][C:5]([CH3:7])=[C:4]([CH2:8][C:9]2[CH:14]=[CH:13][C:12]([OH:15])=[CH:11][CH:10]=2)[CH:3]=1. (3) Given the reactants B(Br)(Br)Br.[CH3:5][S:6]([C:9]1[CH:14]=[CH:13][CH:12]=[CH:11][C:10]=1[O:15]C)(=[O:8])=[O:7], predict the reaction product. The product is: [CH3:5][S:6]([C:9]1[CH:14]=[CH:13][CH:12]=[CH:11][C:10]=1[OH:15])(=[O:7])=[O:8]. (4) Given the reactants FC1C=C(N[N:9]=[C:10]([C:13]#[N:14])[C:11]#[N:12])C=CC=1.[F:15][C:16]1[CH:17]=[C:18]([CH:20]=[CH:21][CH:22]=1)[NH2:19].C(#N)CC#N.O.[NH2:29][NH2:30], predict the reaction product. The product is: [F:15][C:16]1[CH:17]=[C:18]([NH:19][N:9]=[C:10]2[C:11]([NH2:12])=[N:30][N:29]=[C:13]2[NH2:14])[CH:20]=[CH:21][CH:22]=1. (5) Given the reactants [CH3:1][N:2]1[C:6]([C:7]([C:9]2[CH:14]=[CH:13][C:12]([N+:15]([O-])=O)=[CH:11][CH:10]=2)=[O:8])=[CH:5][N:4]=[CH:3]1.O.O.[Sn](Cl)Cl, predict the reaction product. The product is: [NH2:15][C:12]1[CH:11]=[CH:10][C:9]([C:7]([C:6]2[N:2]([CH3:1])[CH:3]=[N:4][CH:5]=2)=[O:8])=[CH:14][CH:13]=1. (6) Given the reactants Cl[C:2]1[C:3]2[CH2:12][O:11][CH2:10][C:4]=2[N:5]=[C:6]([S:8][CH3:9])[N:7]=1.[CH3:13][O:14][C:15]1[CH:16]=[C:17]([CH:19]=[C:20]([O:22][CH3:23])[CH:21]=1)[NH2:18], predict the reaction product. The product is: [CH3:23][O:22][C:20]1[CH:19]=[C:17]([NH:18][C:2]2[C:3]3[CH2:12][O:11][CH2:10][C:4]=3[N:5]=[C:6]([S:8][CH3:9])[N:7]=2)[CH:16]=[C:15]([O:14][CH3:13])[CH:21]=1. (7) Given the reactants [Br:1][C:2]1[C:7]2[N:8]=[C:9]([CH3:11])[NH:10][C:6]=2[CH:5]=[C:4]([NH2:12])[CH:3]=1.Br[CH2:14][CH2:15][O:16][CH2:17][CH2:18]Br.CCN(C(C)C)C(C)C, predict the reaction product. The product is: [Br:1][C:2]1[C:7]2[N:8]=[C:9]([CH3:11])[NH:10][C:6]=2[CH:5]=[C:4]([N:12]2[CH2:18][CH2:17][O:16][CH2:15][CH2:14]2)[CH:3]=1. (8) Given the reactants [CH3:1][C:2]1([CH3:22])[C:10]2=[CH:11][C:12]3[NH:13][C:14]4[C:19]([C:20]=3[CH:21]=[C:9]2[C:8]2[C:3]1=[CH:4][CH:5]=[CH:6][CH:7]=2)=[CH:18][CH:17]=[CH:16][CH:15]=4.Br[C:24]1[CH:41]=[CH:40][C:39]2[C:38]3[C:33](=[CH:34][CH:35]=[CH:36][CH:37]=3)[C:32]3[C:27](=[CH:28][CH:29]=[CH:30][CH:31]=3)[C:26]=2[CH:25]=1.CC(C)([O-])C.[Na+], predict the reaction product. The product is: [CH3:1][C:2]1([CH3:22])[C:10]2=[CH:11][C:12]3[N:13]([C:35]4[CH:36]=[CH:37][C:38]5[C:39]6[C:26](=[CH:25][CH:24]=[CH:41][CH:40]=6)[C:27]6[C:32](=[CH:31][CH:30]=[CH:29][CH:28]=6)[C:33]=5[CH:34]=4)[C:14]4[C:19]([C:20]=3[CH:21]=[C:9]2[C:8]2[C:3]1=[CH:4][CH:5]=[CH:6][CH:7]=2)=[CH:18][CH:17]=[CH:16][CH:15]=4. (9) Given the reactants [Cl:1][C:2]1[CH:3]=[C:4]([CH:6]=[CH:7][CH:8]=1)[NH2:5].[CH:9]12[O:14][CH:13]1[CH2:12][N:11]([C:15]([O:17][C:18]([CH3:21])([CH3:20])[CH3:19])=[O:16])[CH2:10]2, predict the reaction product. The product is: [Cl:1][C:2]1[CH:3]=[C:4]([NH:5][C@H:13]2[C@H:9]([OH:14])[CH2:10][N:11]([C:15]([O:17][C:18]([CH3:21])([CH3:20])[CH3:19])=[O:16])[CH2:12]2)[CH:6]=[CH:7][CH:8]=1.